Task: Regression/Classification. Given a drug SMILES string, predict its toxicity properties. Task type varies by dataset: regression for continuous values (e.g., LD50, hERG inhibition percentage) or binary classification for toxic/non-toxic outcomes (e.g., AMES mutagenicity, cardiotoxicity, hepatotoxicity). Dataset: ames.. Dataset: Ames mutagenicity test results for genotoxicity prediction (1) The molecule is COC(=O)C12OC1(C)C(C)OC2=O. The result is 1 (mutagenic). (2) The compound is Cc1cc2c(nc(N)n2C)c2nc(-c3ccccc3)cnc12. The result is 1 (mutagenic). (3) The drug is CCC(CCC(C)=O)COC(=O)CCCCC(=O)O. The result is 0 (non-mutagenic). (4) The compound is O=[N+]([O-])C1=Cc2cccc3c2c1cc1cc2ccccc2cc13. The result is 1 (mutagenic). (5) The compound is CNc1ccccc1. The result is 0 (non-mutagenic).